From a dataset of Full USPTO retrosynthesis dataset with 1.9M reactions from patents (1976-2016). Predict the reactants needed to synthesize the given product. (1) Given the product [F:1][C:2]1[CH:7]=[CH:6][CH:5]=[CH:4][C:3]=1[CH2:8][C@@H:9]([B:10]([OH:14])[OH:11])[NH:23][C:24](=[O:41])[C:25]([CH3:27])([NH:28][C:29]([C:31]1[CH:40]=[N:39][C:38]2[C:33](=[CH:34][CH:35]=[CH:36][CH:37]=2)[N:32]=1)=[O:30])[CH3:26], predict the reactants needed to synthesize it. The reactants are: [F:1][C:2]1[CH:7]=[CH:6][CH:5]=[CH:4][C:3]=1[CH2:8][C@H:9]([NH:23][C:24](=[O:41])[C:25]([NH:28][C:29]([C:31]1[CH:40]=[N:39][C:38]2[C:33](=[CH:34][CH:35]=[CH:36][CH:37]=2)[N:32]=1)=[O:30])([CH3:27])[CH3:26])[B:10]1[O:14]C2CC3CC(C2(C)[O:11]1)C3(C)C.CC(C)CB(O)O.Cl. (2) Given the product [NH2:17][C:13]1[N:12]=[C:11]([N:10]2[C:9]3[CH:18]=[C:19]([Br:22])[CH:20]=[CH:21][C:8]=3[N:7]=[C:6]2[O:5][CH:3]2[CH2:2][N:1]([CH2:31][CH2:32][OH:33])[CH2:4]2)[CH:16]=[CH:15][N:14]=1, predict the reactants needed to synthesize it. The reactants are: [NH:1]1[CH2:4][CH:3]([O:5][C:6]2[N:10]([C:11]3[CH:16]=[CH:15][N:14]=[C:13]([NH2:17])[N:12]=3)[C:9]3[CH:18]=[C:19]([Br:22])[CH:20]=[CH:21][C:8]=3[N:7]=2)[CH2:2]1.C(N(CC)CC)C.Br[CH2:31][CH2:32][OH:33]. (3) Given the product [O:1]([CH2:8][C:9]1[CH:16]=[CH:15][C:12]([C:13]2[NH:24][C:23]3=[N:22][C:21]([CH:25]4[CH2:30][CH2:29][N:28]([C:31]([O:33][C:34]([CH3:36])([CH3:35])[CH3:37])=[O:32])[CH2:27][CH2:26]4)=[CH:20][CH:19]=[C:18]3[N:17]=2)=[CH:11][CH:10]=1)[C:2]1[CH:7]=[CH:6][CH:5]=[CH:4][CH:3]=1, predict the reactants needed to synthesize it. The reactants are: [O:1]([CH2:8][C:9]1[CH:16]=[CH:15][C:12]([CH:13]=O)=[CH:11][CH:10]=1)[C:2]1[CH:7]=[CH:6][CH:5]=[CH:4][CH:3]=1.[NH2:17][C:18]1[CH:19]=[CH:20][C:21]([CH:25]2[CH2:30][CH2:29][N:28]([C:31]([O:33][C:34]([CH3:37])([CH3:36])[CH3:35])=[O:32])[CH2:27][CH2:26]2)=[N:22][C:23]=1[NH2:24].C(OI(C1C=CC=CC=1)OC(=O)C)(=O)C. (4) Given the product [C:11]1([CH3:20])[CH:16]=[CH:15][C:14]([C:17]([NH:1][CH:2]2[C:10]3[C:5](=[CH:6][CH:7]=[CH:8][CH:9]=3)[CH2:4][CH2:3]2)=[O:18])=[CH:13][CH:12]=1, predict the reactants needed to synthesize it. The reactants are: [NH2:1][CH:2]1[C:10]2[C:5](=[CH:6][CH:7]=[CH:8][CH:9]=2)[CH2:4][CH2:3]1.[C:11]1([CH3:20])[CH:16]=[CH:15][C:14]([C:17](Cl)=[O:18])=[CH:13][CH:12]=1. (5) Given the product [OH:27][CH2:26][CH2:25][C:2]1[CH:11]=[C:10]2[C:5]([CH:6]=[C:7]([C:12]3[CH:19]=[CH:18][C:15]([C:16]#[N:17])=[CH:14][CH:13]=3)[N:8]=[CH:9]2)=[CH:4][CH:3]=1, predict the reactants needed to synthesize it. The reactants are: Br[C:2]1[CH:11]=[C:10]2[C:5]([CH:6]=[C:7]([C:12]3[CH:19]=[CH:18][C:15]([C:16]#[N:17])=[CH:14][CH:13]=3)[N:8]=[CH:9]2)=[CH:4][CH:3]=1.[Li]CCCC.[CH2:25]1[O:27][CH2:26]1. (6) Given the product [F:1][C:2]1[CH:7]=[N:6][C:5]([CH2:8][C:9]2[CH:14]=[CH:13][C:12]([F:15])=[CH:11][CH:10]=2)=[C:4]([CH:3]=1)[C:16]([NH:18][CH2:19][C:20]1[CH:28]=[CH:27][C:23]([C:24]2[N:30]=[N:31][NH:32][N:33]=2)=[CH:22][CH:21]=1)=[O:17], predict the reactants needed to synthesize it. The reactants are: [F:1][C:2]1[CH:3]=[C:4]([C:16]([NH:18][CH2:19][C:20]2[CH:28]=[CH:27][C:23]([C:24](O)=O)=[CH:22][CH:21]=2)=[O:17])[C:5]([CH2:8][C:9]2[CH:14]=[CH:13][C:12]([F:15])=[CH:11][CH:10]=2)=[N:6][CH:7]=1.Cl.[N:30]1[NH:31][N:32]=[N:33]C=1C1C=CC(CN)=CC=1.